This data is from Full USPTO retrosynthesis dataset with 1.9M reactions from patents (1976-2016). The task is: Predict the reactants needed to synthesize the given product. Given the product [NH2:1][C:4]1[CH:13]=[CH:12][CH:11]=[C:10]2[C:5]=1[CH:6]=[CH:7][N:8]([CH2:15][CH:16]1[CH2:17][CH2:18][O:19][CH2:20][CH2:21]1)[C:9]2=[O:14], predict the reactants needed to synthesize it. The reactants are: [N+:1]([C:4]1[CH:13]=[CH:12][CH:11]=[C:10]2[C:5]=1[CH:6]=[CH:7][N:8]([CH2:15][CH:16]1[CH2:21][CH2:20][O:19][CH2:18][CH2:17]1)[C:9]2=[O:14])([O-])=O.O.O.[Sn](Cl)Cl.O1CCCC1.